This data is from NCI-60 drug combinations with 297,098 pairs across 59 cell lines. The task is: Regression. Given two drug SMILES strings and cell line genomic features, predict the synergy score measuring deviation from expected non-interaction effect. (1) Drug 1: CC1C(C(=O)NC(C(=O)N2CCCC2C(=O)N(CC(=O)N(C(C(=O)O1)C(C)C)C)C)C(C)C)NC(=O)C3=C4C(=C(C=C3)C)OC5=C(C(=O)C(=C(C5=N4)C(=O)NC6C(OC(=O)C(N(C(=O)CN(C(=O)C7CCCN7C(=O)C(NC6=O)C(C)C)C)C)C(C)C)C)N)C. Drug 2: COC1=C2C(=CC3=C1OC=C3)C=CC(=O)O2. Cell line: KM12. Synergy scores: CSS=23.4, Synergy_ZIP=-5.34, Synergy_Bliss=-2.91, Synergy_Loewe=-23.9, Synergy_HSA=-5.63. (2) Drug 1: CC12CCC3C(C1CCC2OP(=O)(O)O)CCC4=C3C=CC(=C4)OC(=O)N(CCCl)CCCl.[Na+]. Drug 2: N.N.Cl[Pt+2]Cl. Cell line: HS 578T. Synergy scores: CSS=47.6, Synergy_ZIP=0.00377, Synergy_Bliss=0.949, Synergy_Loewe=-1.91, Synergy_HSA=-1.11. (3) Drug 1: CC1=CC2C(CCC3(C2CCC3(C(=O)C)OC(=O)C)C)C4(C1=CC(=O)CC4)C. Drug 2: C1CC(=O)NC(=O)C1N2C(=O)C3=CC=CC=C3C2=O. Cell line: SK-MEL-28. Synergy scores: CSS=-0.868, Synergy_ZIP=3.70, Synergy_Bliss=2.88, Synergy_Loewe=-0.903, Synergy_HSA=-1.32. (4) Drug 1: CN1C(=O)N2C=NC(=C2N=N1)C(=O)N. Drug 2: CC1=C(C(=CC=C1)Cl)NC(=O)C2=CN=C(S2)NC3=CC(=NC(=N3)C)N4CCN(CC4)CCO. Cell line: BT-549. Synergy scores: CSS=-3.74, Synergy_ZIP=2.26, Synergy_Bliss=0.773, Synergy_Loewe=-3.78, Synergy_HSA=-3.50. (5) Drug 1: CN1CCC(CC1)COC2=C(C=C3C(=C2)N=CN=C3NC4=C(C=C(C=C4)Br)F)OC. Drug 2: CN1C2=C(C=C(C=C2)N(CCCl)CCCl)N=C1CCCC(=O)O.Cl. Cell line: A549. Synergy scores: CSS=12.6, Synergy_ZIP=0.844, Synergy_Bliss=3.91, Synergy_Loewe=-13.9, Synergy_HSA=3.31. (6) Drug 1: C1CCN(CC1)CCOC2=CC=C(C=C2)C(=O)C3=C(SC4=C3C=CC(=C4)O)C5=CC=C(C=C5)O. Drug 2: COCCOC1=C(C=C2C(=C1)C(=NC=N2)NC3=CC=CC(=C3)C#C)OCCOC.Cl. Cell line: 786-0. Synergy scores: CSS=11.9, Synergy_ZIP=0.923, Synergy_Bliss=4.85, Synergy_Loewe=5.59, Synergy_HSA=6.49. (7) Synergy scores: CSS=-0.966, Synergy_ZIP=-2.28, Synergy_Bliss=-0.599, Synergy_Loewe=-5.98, Synergy_HSA=-2.37. Drug 1: CC1CCC2CC(C(=CC=CC=CC(CC(C(=O)C(C(C(=CC(C(=O)CC(OC(=O)C3CCCCN3C(=O)C(=O)C1(O2)O)C(C)CC4CCC(C(C4)OC)O)C)C)O)OC)C)C)C)OC. Cell line: MDA-MB-435. Drug 2: CCN(CC)CCNC(=O)C1=C(NC(=C1C)C=C2C3=C(C=CC(=C3)F)NC2=O)C. (8) Drug 1: C1=CN(C=N1)CC(O)(P(=O)(O)O)P(=O)(O)O. Drug 2: CC1CCCC2(C(O2)CC(NC(=O)CC(C(C(=O)C(C1O)C)(C)C)O)C(=CC3=CSC(=N3)C)C)C. Cell line: NCI-H522. Synergy scores: CSS=43.2, Synergy_ZIP=1.76, Synergy_Bliss=-1.62, Synergy_Loewe=-25.4, Synergy_HSA=-1.21. (9) Drug 1: C1=CC=C(C=C1)NC(=O)CCCCCCC(=O)NO. Drug 2: CC1CCC2CC(C(=CC=CC=CC(CC(C(=O)C(C(C(=CC(C(=O)CC(OC(=O)C3CCCCN3C(=O)C(=O)C1(O2)O)C(C)CC4CCC(C(C4)OC)OCCO)C)C)O)OC)C)C)C)OC. Cell line: MDA-MB-231. Synergy scores: CSS=15.4, Synergy_ZIP=-8.57, Synergy_Bliss=1.30, Synergy_Loewe=0.289, Synergy_HSA=1.02.